Dataset: Catalyst prediction with 721,799 reactions and 888 catalyst types from USPTO. Task: Predict which catalyst facilitates the given reaction. (1) Product: [CH3:1][O:2][CH:3]([O:6][CH3:7])[CH2:4][NH:5][C:14]([CH3:13])=[CH:15][C:16](=[O:18])[CH3:17]. Reactant: [CH3:1][O:2][CH:3]([O:6][CH3:7])[CH2:4][NH2:5].O1CCCC1.[CH3:13][C:14](=O)[CH2:15][C:16](=[O:18])[CH3:17]. The catalyst class is: 6. (2) Reactant: [F:1][C:2]1[CH:10]=[CH:9][C:5]([C:6]([OH:8])=O)=[CH:4][C:3]=1[S:11][CH:12]1[CH2:16][CH2:15][CH:14]([C:17]([O:19][CH3:20])=[O:18])[CH2:13]1.C(N(C(C)C)CC)(C)C.[F:30][C:31]1[CH:32]=[C:33]([CH:35]=[C:36]([F:39])[C:37]=1[F:38])[NH2:34].CN(C(ON1N=NC2C=CC=NC1=2)=[N+](C)C)C.F[P-](F)(F)(F)(F)F. Product: [F:1][C:2]1[CH:10]=[CH:9][C:5]([C:6](=[O:8])[NH:34][C:33]2[CH:32]=[C:31]([F:30])[C:37]([F:38])=[C:36]([F:39])[CH:35]=2)=[CH:4][C:3]=1[S:11][CH:12]1[CH2:16][CH2:15][CH:14]([C:17]([O:19][CH3:20])=[O:18])[CH2:13]1. The catalyst class is: 241. (3) Reactant: [C:1]([C:3]1[CH:8]=[CH:7][C:6]([C:9]#[C:10][C:11]2[CH:16]=[CH:15][C:14]([C:17]3([NH:21][C:22](=[O:28])[O:23][C:24]([CH3:27])([CH3:26])[CH3:25])[CH2:20][CH2:19][CH2:18]3)=[CH:13][CH:12]=2)=[C:5]([O:29]CC)[CH:4]=1)#[N:2].[I:32]Cl. Product: [C:1]([C:3]1[CH:8]=[CH:7][C:6]2[C:9]([I:32])=[C:10]([C:11]3[CH:12]=[CH:13][C:14]([C:17]4([NH:21][C:22](=[O:28])[O:23][C:24]([CH3:27])([CH3:26])[CH3:25])[CH2:20][CH2:19][CH2:18]4)=[CH:15][CH:16]=3)[O:29][C:5]=2[CH:4]=1)#[N:2]. The catalyst class is: 4. (4) Reactant: P(Cl)(Cl)(Cl)=O.[CH3:6][N:7]1[C:11]([C:12]([NH:14][NH:15][C:16](=[O:27])[C:17]2[CH:22]=[CH:21][C:20]([C:23]([F:26])([F:25])[F:24])=[CH:19][CH:18]=2)=O)=[CH:10][CH:9]=[N:8]1. Product: [CH3:6][N:7]1[C:11]([C:12]2[O:27][C:16]([C:17]3[CH:18]=[CH:19][C:20]([C:23]([F:24])([F:25])[F:26])=[CH:21][CH:22]=3)=[N:15][N:14]=2)=[CH:10][CH:9]=[N:8]1. The catalyst class is: 10.